This data is from Merck oncology drug combination screen with 23,052 pairs across 39 cell lines. The task is: Regression. Given two drug SMILES strings and cell line genomic features, predict the synergy score measuring deviation from expected non-interaction effect. (1) Drug 1: CC(=O)OC1C(=O)C2(C)C(O)CC3OCC3(OC(C)=O)C2C(OC(=O)c2ccccc2)C2(O)CC(OC(=O)C(O)C(NC(=O)c3ccccc3)c3ccccc3)C(C)=C1C2(C)C. Drug 2: CC(C)CC(NC(=O)C(Cc1ccccc1)NC(=O)c1cnccn1)B(O)O. Cell line: MSTO. Synergy scores: synergy=68.9. (2) Drug 1: CC(C)CC(NC(=O)C(Cc1ccccc1)NC(=O)c1cnccn1)B(O)O. Drug 2: CNC(=O)c1cc(Oc2ccc(NC(=O)Nc3ccc(Cl)c(C(F)(F)F)c3)cc2)ccn1. Cell line: SW837. Synergy scores: synergy=-4.02. (3) Drug 1: O=S1(=O)NC2(CN1CC(F)(F)F)C1CCC2Cc2cc(C=CCN3CCC(C(F)(F)F)CC3)ccc2C1. Drug 2: Cn1c(=O)n(-c2ccc(C(C)(C)C#N)cc2)c2c3cc(-c4cnc5ccccc5c4)ccc3ncc21. Cell line: HT29. Synergy scores: synergy=26.1. (4) Drug 1: O=P1(N(CCCl)CCCl)NCCCO1. Drug 2: O=C(O)C1(Cc2cccc(Nc3nccs3)n2)CCC(Oc2cccc(Cl)c2F)CC1. Cell line: ES2. Synergy scores: synergy=4.60. (5) Drug 1: COc1cc(C2c3cc4c(cc3C(OC3OC5COC(C)OC5C(O)C3O)C3COC(=O)C23)OCO4)cc(OC)c1O. Drug 2: COC1=C2CC(C)CC(OC)C(O)C(C)C=C(C)C(OC(N)=O)C(OC)C=CC=C(C)C(=O)NC(=CC1=O)C2=O. Cell line: UWB1289. Synergy scores: synergy=10.5. (6) Drug 1: O=C(O)C1(Cc2cccc(Nc3nccs3)n2)CCC(Oc2cccc(Cl)c2F)CC1. Drug 2: COC1CC2CCC(C)C(O)(O2)C(=O)C(=O)N2CCCCC2C(=O)OC(C(C)CC2CCC(OP(C)(C)=O)C(OC)C2)CC(=O)C(C)C=C(C)C(O)C(OC)C(=O)C(C)CC(C)C=CC=CC=C1C. Cell line: UWB1289. Synergy scores: synergy=17.8.